From a dataset of Catalyst prediction with 721,799 reactions and 888 catalyst types from USPTO. Predict which catalyst facilitates the given reaction. (1) Reactant: [Br:1][C:2]1[CH:7]=[CH:6][C:5]([CH2:8][CH2:9][C:10](Cl)=[O:11])=[CH:4][CH:3]=1.[Al+3].[Cl-].[Cl-].[Cl-].Cl. Product: [Br:1][C:2]1[CH:7]=[C:6]2[C:5]([CH2:8][CH2:9][C:10]2=[O:11])=[CH:4][CH:3]=1. The catalyst class is: 2. (2) Reactant: [Cl:1][C:2]1[CH:10]=[C:9]([CH:11]=[CH2:12])[CH:8]=[CH:7][C:3]=1[C:4]([OH:6])=O.CN(C(ON1N=NC2C=CC=NC1=2)=[N+](C)C)C.F[P-](F)(F)(F)(F)F.CCN(C(C)C)C(C)C.Cl.[NH2:47][C:48]1[CH:49]=[CH:50][C:51]2[C:55]([CH3:57])([CH3:56])[O:54][B:53]([OH:58])[C:52]=2[CH:59]=1. Product: [Cl:1][C:2]1[CH:10]=[C:9]([CH:11]=[CH2:12])[CH:8]=[CH:7][C:3]=1[C:4]([NH:47][C:48]1[CH:49]=[CH:50][C:51]2[C:55]([CH3:56])([CH3:57])[O:54][B:53]([OH:58])[C:52]=2[CH:59]=1)=[O:6]. The catalyst class is: 3. (3) Reactant: C(OC([NH:8][CH2:9][CH2:10][CH2:11][C@H:12]([NH:16][C:17]([C:19]1[C:20](=[O:34])[N:21]([CH2:25][C:26]2[CH:31]=[C:30]([F:32])[CH:29]=[C:28]([F:33])[CH:27]=2)[CH:22]=[CH:23][CH:24]=1)=[O:18])[C:13]([OH:15])=[O:14])=O)(C)(C)C.[C:35]([OH:41])([C:37]([F:40])([F:39])[F:38])=[O:36]. Product: [NH2:8][CH2:9][CH2:10][CH2:11][C@H:12]([NH:16][C:17]([C:19]1[C:20](=[O:34])[N:21]([CH2:25][C:26]2[CH:31]=[C:30]([F:32])[CH:29]=[C:28]([F:33])[CH:27]=2)[CH:22]=[CH:23][CH:24]=1)=[O:18])[C:13]([OH:15])=[O:14].[C:35]([OH:41])([C:37]([F:40])([F:39])[F:38])=[O:36]. The catalyst class is: 4. (4) Reactant: [C:1]([C:3]1[C:4]([CH2:21][CH2:22][CH3:23])=[CH:5][C:6](OS(C(F)(F)F)(=O)=O)=[N:7][C:8]=1[S:9][CH2:10][C:11]#[N:12])#[N:2].[OH:24][CH:25]1[CH2:30][CH2:29][NH:28][CH2:27][CH2:26]1.C(N(CC)CC)C.O. The catalyst class is: 12. Product: [NH2:2][C:1]1[C:3]2[C:8](=[N:7][C:6]([N:28]3[CH2:29][CH2:30][CH:25]([OH:24])[CH2:26][CH2:27]3)=[CH:5][C:4]=2[CH2:21][CH2:22][CH3:23])[S:9][C:10]=1[C:11]#[N:12]. (5) Reactant: C1(S([N:10]2[C:18]3[C:13](=[CH:14][C:15]([F:19])=[CH:16][CH:17]=3)[C:12]([C:20](=[O:38])[CH2:21][CH2:22][NH:23][CH:24]3[CH2:33][C:32]4[C:31]([C:34]([NH2:36])=[O:35])=[CH:30][CH:29]=[C:28]([F:37])[C:27]=4[O:26][CH2:25]3)=[CH:11]2)(=O)=O)C=CC=CC=1.O.C(=O)([O-])[O-].[K+].[K+]. Product: [F:37][C:28]1[C:27]2[O:26][CH2:25][CH:24]([NH:23][CH2:22][CH2:21][C:20]([C:12]3[C:13]4[C:18](=[CH:17][CH:16]=[C:15]([F:19])[CH:14]=4)[NH:10][CH:11]=3)=[O:38])[CH2:33][C:32]=2[C:31]([C:34]([NH2:36])=[O:35])=[CH:30][CH:29]=1. The catalyst class is: 5.